This data is from Full USPTO retrosynthesis dataset with 1.9M reactions from patents (1976-2016). The task is: Predict the reactants needed to synthesize the given product. (1) Given the product [C:1]([C:5]1[CH:9]=[C:8]([NH:10][C:11]([NH:13][C:14]2[C:23]3[C:18](=[CH:19][CH:20]=[CH:21][CH:22]=3)[C:17]([O:24][C:25]3[CH:30]=[CH:29][N:28]=[C:27]([NH:59][C:52]4[CH:51]=[C:50]([O:49][CH2:48][CH2:47][O:46][CH2:45][CH2:44][O:43][CH2:42][CH2:41][O:40][CH3:39])[CH:55]=[C:54]([N:56]([CH3:57])[CH3:58])[CH:53]=4)[N:26]=3)=[CH:16][CH:15]=2)=[O:12])[N:7]([C:32]2[CH:37]=[CH:36][C:35]([CH3:38])=[CH:34][CH:33]=2)[N:6]=1)([CH3:4])([CH3:3])[CH3:2], predict the reactants needed to synthesize it. The reactants are: [C:1]([C:5]1[CH:9]=[C:8]([NH:10][C:11]([NH:13][C:14]2[C:23]3[C:18](=[CH:19][CH:20]=[CH:21][CH:22]=3)[C:17]([O:24][C:25]3[CH:30]=[CH:29][N:28]=[C:27](Cl)[N:26]=3)=[CH:16][CH:15]=2)=[O:12])[N:7]([C:32]2[CH:37]=[CH:36][C:35]([CH3:38])=[CH:34][CH:33]=2)[N:6]=1)([CH3:4])([CH3:3])[CH3:2].[CH3:39][O:40][CH2:41][CH2:42][O:43][CH2:44][CH2:45][O:46][CH2:47][CH2:48][O:49][C:50]1[CH:51]=[C:52]([NH2:59])[CH:53]=[C:54]([N:56]([CH3:58])[CH3:57])[CH:55]=1.C(#N)C.C(=O)(O)[O-].[NH4+]. (2) Given the product [F:9][C:4]1[C:5]([N:22]2[CH2:21][CH2:20][CH:19]([N:11]([CH3:10])[C:12](=[O:18])[O:13][C:14]([CH3:15])([CH3:16])[CH3:17])[CH2:24][CH2:23]2)=[N:6][CH:7]=[C:2]([C:41]2[CH:46]=[CH:45][C:44]([N:47]3[C:51](=[O:52])[N:50]([CH2:53][CH2:54][CH3:55])[N:49]=[CH:48]3)=[C:43]([F:56])[CH:42]=2)[CH:3]=1, predict the reactants needed to synthesize it. The reactants are: Br[C:2]1[CH:3]=[C:4]([F:9])[C:5](F)=[N:6][CH:7]=1.[CH3:10][N:11]([CH:19]1[CH2:24][CH2:23][N:22](C2N=CC(B3OC(C)(C)C(C)(C)O3)=CN=2)[CH2:21][CH2:20]1)[C:12](=[O:18])[O:13][C:14]([CH3:17])([CH3:16])[CH3:15].Br[C:41]1[CH:46]=[CH:45][C:44]([N:47]2[C:51](=[O:52])[N:50]([CH2:53][CH2:54][CH3:55])[N:49]=[CH:48]2)=[C:43]([F:56])[CH:42]=1. (3) Given the product [N:8]1[C:9]2[C:4](=[C:3]([NH:1][NH:2][C:23]([C:17]34[CH2:18][CH2:19][CH2:20][CH2:21][CH:22]3[CH2:13][CH2:14][CH2:15][CH2:16]4)=[O:24])[CH:12]=[CH:11][CH:10]=2)[CH:5]=[CH:6][CH:7]=1, predict the reactants needed to synthesize it. The reactants are: [NH:1]([C:3]1[CH:12]=[CH:11][CH:10]=[C:9]2[C:4]=1[CH:5]=[CH:6][CH:7]=[N:8]2)[NH2:2].[CH2:13]1[CH:22]2[C:17]([C:23](O)=[O:24])([CH2:18][CH2:19][CH2:20][CH2:21]2)[CH2:16][CH2:15][CH2:14]1. (4) Given the product [C:25]([NH:33][C:34]([NH:24][C:22]1[CH:21]=[CH:20][C:18]2[N:19]=[C:15]([NH:14][CH:11]3[CH2:12][CH2:13][N:8]([CH2:1][C:2]4[CH:3]=[CH:4][CH:5]=[CH:6][CH:7]=4)[CH2:9][CH2:10]3)[S:16][C:17]=2[CH:23]=1)=[S:35])(=[O:32])[C:26]1[CH:31]=[CH:30][CH:29]=[CH:28][CH:27]=1, predict the reactants needed to synthesize it. The reactants are: [CH2:1]([N:8]1[CH2:13][CH2:12][CH:11]([NH:14][C:15]2[S:16][C:17]3[CH:23]=[C:22]([NH2:24])[CH:21]=[CH:20][C:18]=3[N:19]=2)[CH2:10][CH2:9]1)[C:2]1[CH:7]=[CH:6][CH:5]=[CH:4][CH:3]=1.[C:25]([N:33]=[C:34]=[S:35])(=[O:32])[C:26]1[CH:31]=[CH:30][CH:29]=[CH:28][CH:27]=1. (5) Given the product [Br:1][C:2]1[CH:3]=[C:4]2[C:8](=[CH:9][CH:10]=1)[N:7]([C:34](=[O:35])[CH2:33][O:32][CH2:31][CH2:30][O:29][CH2:28][CH2:27][O:26][CH3:25])[CH:6]=[C:5]2/[C:11](/[C:23]#[N:24])=[CH:12]/[C:13]1[CH:14]=[C:15]([CH:18]=[CH:19][C:20]=1[O:21][CH3:22])[C:16]#[N:17], predict the reactants needed to synthesize it. The reactants are: [Br:1][C:2]1[CH:3]=[C:4]2[C:8](=[CH:9][CH:10]=1)[NH:7][CH:6]=[C:5]2/[C:11](/[C:23]#[N:24])=[CH:12]/[C:13]1[CH:14]=[C:15]([CH:18]=[CH:19][C:20]=1[O:21][CH3:22])[C:16]#[N:17].[CH3:25][O:26][CH2:27][CH2:28][O:29][CH2:30][CH2:31][O:32][CH2:33][C:34](O)=[O:35].C1CN([P+](ON2N=NC3C=CC=CC2=3)(N2CCCC2)N2CCCC2)CC1.F[P-](F)(F)(F)(F)F.C(N(CC)CC)C. (6) Given the product [C:1]([NH:4][C:5]1[CH:6]=[CH:7][C:8]([S:11]([CH2:16][CH2:17][N:18]([CH2:21][CH3:22])[CH2:19][CH3:20])(=[O:13])=[O:12])=[CH:9][CH:10]=1)(=[O:3])[CH3:2], predict the reactants needed to synthesize it. The reactants are: [C:1]([NH:4][C:5]1[CH:10]=[CH:9][C:8]([S:11]([OH:13])=[O:12])=[CH:7][CH:6]=1)(=[O:3])[CH3:2].[OH-].[Na+].[CH3:16][CH2:17][N:18]([CH2:21][CH2:22]Cl)[CH2:19][CH3:20].Cl.